This data is from NCI-60 drug combinations with 297,098 pairs across 59 cell lines. The task is: Regression. Given two drug SMILES strings and cell line genomic features, predict the synergy score measuring deviation from expected non-interaction effect. Drug 1: CCC1=CC2CC(C3=C(CN(C2)C1)C4=CC=CC=C4N3)(C5=C(C=C6C(=C5)C78CCN9C7C(C=CC9)(C(C(C8N6C)(C(=O)OC)O)OC(=O)C)CC)OC)C(=O)OC.C(C(C(=O)O)O)(C(=O)O)O. Drug 2: C1=C(C(=O)NC(=O)N1)N(CCCl)CCCl. Cell line: OVCAR-8. Synergy scores: CSS=30.8, Synergy_ZIP=-2.58, Synergy_Bliss=-1.09, Synergy_Loewe=-18.6, Synergy_HSA=0.708.